From a dataset of Forward reaction prediction with 1.9M reactions from USPTO patents (1976-2016). Predict the product of the given reaction. (1) Given the reactants [CH3:1][N:2]1[C:31](=[O:32])[CH:5]2[CH:6](/[CH:13]=[CH:14]/[C:15]3[CH:20]=[CH:19][C:18]([C:21]4[CH:26]=[CH:25]C=C(C(F)(F)F)[CH:22]=4)=[CH:17][N:16]=3)[N:7]3[CH:12]([CH:4]2[C:3]1=[O:33])[CH2:11][CH2:10][CH2:9][CH2:8]3.BrC1C=CC(/C=C/C2N3C(CCCC3)C3C(=O)N(C)C(=O)C23)=NC=1.[S:58]1C=CC(B(O)O)=C1, predict the reaction product. The product is: [CH3:1][N:2]1[C:31](=[O:32])[CH:5]2[CH:6](/[CH:13]=[CH:14]/[C:15]3[CH:20]=[CH:19][C:18]([C:21]4[CH:26]=[CH:25][S:58][CH:22]=4)=[CH:17][N:16]=3)[N:7]3[CH:12]([CH:4]2[C:3]1=[O:33])[CH2:11][CH2:10][CH2:9][CH2:8]3. (2) Given the reactants [CH3:1][O:2][C:3](=[O:25])[CH2:4][C:5]1[CH:6]=[C:7]([C:13]2[CH:18]=[CH:17][C:16]([C:19]([F:22])([F:21])[F:20])=[CH:15][C:14]=2[CH:23]=O)[C:8]([O:11][CH3:12])=[CH:9][CH:10]=1.[CH:26]1([NH2:31])[CH2:30][CH2:29][CH2:28][CH2:27]1, predict the reaction product. The product is: [CH3:1][O:2][C:3](=[O:25])[CH2:4][C:5]1[CH:6]=[C:7]([C:13]2[CH:18]=[CH:17][C:16]([C:19]([F:22])([F:20])[F:21])=[CH:15][C:14]=2[CH2:23][NH:31][CH:26]2[CH2:30][CH2:29][CH2:28][CH2:27]2)[C:8]([O:11][CH3:12])=[CH:9][CH:10]=1. (3) Given the reactants [F-].C([N+](CCCC)(CCCC)CCCC)CCC.[CH:19]1([C:25]2[C:33]3[C:28](=[CH:29][C:30]([C:34]([O:36][CH3:37])=[O:35])=[CH:31][CH:32]=3)[N:27]([CH2:38][C:39]#[CH:40])[C:26]=2[C:41]2[CH:46]=[CH:45][CH:44]=[CH:43][C:42]=2[CH2:47][O:48][Si](C(C)C)(C(C)C)C(C)C)[CH2:24][CH2:23][CH2:22][CH2:21][CH2:20]1, predict the reaction product. The product is: [CH:19]1([C:25]2[C:33]3[C:28](=[CH:29][C:30]([C:34]([O:36][CH3:37])=[O:35])=[CH:31][CH:32]=3)[N:27]([CH2:38][C:39]#[CH:40])[C:26]=2[C:41]2[CH:46]=[CH:45][CH:44]=[CH:43][C:42]=2[CH2:47][OH:48])[CH2:20][CH2:21][CH2:22][CH2:23][CH2:24]1.